Dataset: NCI-60 drug combinations with 297,098 pairs across 59 cell lines. Task: Regression. Given two drug SMILES strings and cell line genomic features, predict the synergy score measuring deviation from expected non-interaction effect. Drug 1: CS(=O)(=O)OCCCCOS(=O)(=O)C. Drug 2: C1CCC(C(C1)N)N.C(=O)(C(=O)[O-])[O-].[Pt+4]. Cell line: MDA-MB-231. Synergy scores: CSS=11.7, Synergy_ZIP=-5.62, Synergy_Bliss=-0.879, Synergy_Loewe=-7.17, Synergy_HSA=0.0564.